From a dataset of Peptide-MHC class I binding affinity with 185,985 pairs from IEDB/IMGT. Regression. Given a peptide amino acid sequence and an MHC pseudo amino acid sequence, predict their binding affinity value. This is MHC class I binding data. (1) The peptide sequence is PLILAYFPVFRFL. The MHC is HLA-A02:02 with pseudo-sequence HLA-A02:02. The binding affinity (normalized) is 0.303. (2) The peptide sequence is YLRQRQAAL. The MHC is HLA-B38:01 with pseudo-sequence HLA-B38:01. The binding affinity (normalized) is 0.0847. (3) The peptide sequence is RQGKFIKNK. The MHC is HLA-A11:01 with pseudo-sequence HLA-A11:01. The binding affinity (normalized) is 0.612.